This data is from Forward reaction prediction with 1.9M reactions from USPTO patents (1976-2016). The task is: Predict the product of the given reaction. (1) Given the reactants [OH:1][C:2]1[CH:3]=[C:4]2[C:8](=[CH:9][C:10]=1[O:11][CH3:12])[C:7](=[O:13])[CH2:6][CH2:5]2.Cl[CH2:15][CH:16]1[CH2:20][O:19][C:18]([CH3:22])([CH3:21])[O:17]1.C(=O)([O-])[O-].[K+].[K+].CN(C=O)C, predict the reaction product. The product is: [CH3:21][C:18]1([CH3:22])[O:17][CH:16]([CH2:15][O:1][C:2]2[CH:3]=[C:4]3[C:8](=[CH:9][C:10]=2[O:11][CH3:12])[C:7](=[O:13])[CH2:6][CH2:5]3)[CH2:20][O:19]1. (2) Given the reactants [Cl:1][C:2]1[CH:11]=[C:10]2[C:5]([CH2:6][CH2:7][NH:8][CH2:9]2)=[CH:4][CH:3]=1.[CH:12]([O:15][C:16]1[CH:24]=[CH:23][C:22]([S:25]([CH3:28])(=[O:27])=[O:26])=[CH:21][C:17]=1[C:18](O)=[O:19])([CH3:14])[CH3:13], predict the reaction product. The product is: [Cl:1][C:2]1[CH:11]=[C:10]2[C:5]([CH2:6][CH2:7][N:8]([C:18]([C:17]3[CH:21]=[C:22]([S:25]([CH3:28])(=[O:27])=[O:26])[CH:23]=[CH:24][C:16]=3[O:15][CH:12]([CH3:14])[CH3:13])=[O:19])[CH2:9]2)=[CH:4][CH:3]=1. (3) Given the reactants [H-].C([Al+]CC(C)C)C(C)C.[Cl:11][C:12]1[C:17]([O:18][CH3:19])=[C:16]([C:20](OC)=[O:21])[CH:15]=[C:14]([CH:24]2[CH2:26][CH2:25]2)[C:13]=1[C:27]1[CH:32]=[CH:31][C:30]([F:33])=[CH:29][C:28]=1[F:34].O.O.O.O.O.O.O.O.O.O.S([O-])([O-])(=O)=O.[Na+].[Na+], predict the reaction product. The product is: [Cl:11][C:12]1[C:17]([O:18][CH3:19])=[C:16]([CH2:20][OH:21])[CH:15]=[C:14]([CH:24]2[CH2:26][CH2:25]2)[C:13]=1[C:27]1[CH:32]=[CH:31][C:30]([F:33])=[CH:29][C:28]=1[F:34]. (4) Given the reactants [CH3:1][N:2]([CH3:15])[C:3]1[CH:8]=[CH:7][C:6]([C:9]2[CH:14]=[CH:13][N:12]=[CH:11][CH:10]=2)=[CH:5][CH:4]=1.[CH3:16][I:17], predict the reaction product. The product is: [I-:17].[CH3:1][N:2]([CH3:15])[C:3]1[CH:4]=[CH:5][C:6]([C:9]2[CH:10]=[CH:11][N+:12]([CH3:16])=[CH:13][CH:14]=2)=[CH:7][CH:8]=1. (5) Given the reactants [O:1]1CCO[CH:2]1[C:6]1[CH:11]=[CH:10][C:9]([C:12](=[O:18])[CH2:13][CH2:14][CH2:15][CH2:16][CH3:17])=[CH:8][CH:7]=1.Cl.CCOC(C)=O, predict the reaction product. The product is: [C:12]([C:9]1[CH:10]=[CH:11][C:6]([CH:2]=[O:1])=[CH:7][CH:8]=1)(=[O:18])[CH2:13][CH2:14][CH2:15][CH2:16][CH3:17]. (6) Given the reactants C=CC1C=CC=CC=1.[C:9]([O:14]C)(=[O:13])[C:10](C)=C.[C:16]([O:20][CH2:21][CH:22]([CH2:27]C)CCCC)(=[O:19])[CH:17]=C.C(O)(=O)C=C.S(OOS([O-])(=O)=O)([O-])(=O)=O.[K+].[K+].S([O-])(O)=O.[Na+].C(OCCCC)(=O)C=C, predict the reaction product. The product is: [C:16]([O:20][CH2:21][CH:22]([O:14][C:9](=[O:13])[CH3:10])[CH3:27])(=[O:19])[CH3:17]. (7) Given the reactants [CH3:1][C:2]1[N:3]=[CH:4][N:5]([C:8]2[CH:13]=[C:12]([N+:14]([O-])=O)[CH:11]=[C:10]([O:17][CH3:18])[CH:9]=2)[C:6]=1[CH3:7], predict the reaction product. The product is: [CH3:1][C:2]1[N:3]=[CH:4][N:5]([C:8]2[CH:13]=[C:12]([NH2:14])[CH:11]=[C:10]([O:17][CH3:18])[CH:9]=2)[C:6]=1[CH3:7].